The task is: Predict the reaction yield, written as a fraction of the theoretical maximum amount of product (1.0 means a 100% yield; for example, 0.34 means a 34% yield).. This data is from Reaction yield outcomes from USPTO patents with 853,638 reactions. (1) The reactants are C([O-])(=O)C.[NH4+:5].[CH3:6][O:7][C:8](=[O:35])[CH2:9][CH:10]([NH:20][C:21]([C@@H:23]1[CH2:27][CH2:26][CH2:25][N:24]1[C:28]([O:30][C:31]([CH3:34])([CH3:33])[CH3:32])=[O:29])=O)[C:11]([C:13]1[CH:18]=[CH:17][C:16]([Br:19])=[CH:15][CH:14]=1)=O. The catalyst is C1(C)C(C)=CC=CC=1.C(OCC)(=O)C. The product is [Br:19][C:16]1[CH:17]=[CH:18][C:13]([C:11]2[N:5]=[C:21]([C@@H:23]3[CH2:27][CH2:26][CH2:25][N:24]3[C:28]([O:30][C:31]([CH3:34])([CH3:33])[CH3:32])=[O:29])[NH:20][C:10]=2[CH2:9][C:8]([O:7][CH3:6])=[O:35])=[CH:14][CH:15]=1. The yield is 0.460. (2) The reactants are [NH2:1][N:2]1[CH:6]=[CH:5][C:4]([Cl:7])=[C:3]1[C:8]([O:10]C)=O.[NH3:12].CO. No catalyst specified. The product is [NH2:1][N:2]1[CH:6]=[CH:5][C:4]([Cl:7])=[C:3]1[C:8]([NH2:12])=[O:10]. The yield is 0.580. (3) The reactants are [CH2:1]([NH:3][C:4]([C:6]1[CH:7]=[C:8]2[C:13](=[CH:14][C:15]=1[OH:16])[N:12]=[CH:11][CH:10]=[C:9]2[O:17][C:18]1[CH:23]=[CH:22][C:21]([NH:24][C:25]([NH:27][CH:28]2[CH2:30][CH2:29]2)=[O:26])=[C:20]([Cl:31])[CH:19]=1)=[O:5])[CH3:2].CC1C=CC(S(O[CH2:43][C@H:44]2[CH2:46][O:45]2)(=O)=O)=CC=1. No catalyst specified. The product is [CH2:1]([NH:3][C:4]([C:6]1[CH:7]=[C:8]2[C:13](=[CH:14][C:15]=1[O:16][CH2:43][C@H:44]1[CH2:46][O:45]1)[N:12]=[CH:11][CH:10]=[C:9]2[O:17][C:18]1[CH:23]=[CH:22][C:21]([NH:24][C:25]([NH:27][CH:28]2[CH2:30][CH2:29]2)=[O:26])=[C:20]([Cl:31])[CH:19]=1)=[O:5])[CH3:2]. The yield is 0.474. (4) The reactants are OC[N:3]1[C:7]2[N:8]=[C:9]([NH:24][C:25]3[CH:30]=[CH:29][C:28]([N:31]4[CH2:36][CH2:35][N:34]([CH3:37])[CH2:33][CH2:32]4)=[CH:27][CH:26]=3)[N:10]=[C:11]([O:12][C:13]3[CH:14]=[C:15]([NH:19][C:20](=[O:23])[CH:21]=[CH2:22])[CH:16]=[CH:17][CH:18]=3)[C:6]=2[CH:5]=[CH:4]1.N. The catalyst is CO. The product is [CH3:37][N:34]1[CH2:33][CH2:32][N:31]([C:28]2[CH:27]=[CH:26][C:25]([NH:24][C:9]3[N:10]=[C:11]([O:12][C:13]4[CH:14]=[C:15]([NH:19][C:20](=[O:23])[CH:21]=[CH2:22])[CH:16]=[CH:17][CH:18]=4)[C:6]4[CH:5]=[CH:4][NH:3][C:7]=4[N:8]=3)=[CH:30][CH:29]=2)[CH2:36][CH2:35]1. The yield is 0.638.